Dataset: Reaction yield outcomes from USPTO patents with 853,638 reactions. Task: Predict the reaction yield, written as a fraction of the theoretical maximum amount of product (1.0 means a 100% yield; for example, 0.34 means a 34% yield). (1) The reactants are [F:1][C:2]1[CH:3]=[C:4]([CH:8]2[CH2:10][O:9]2)[CH:5]=[CH:6][CH:7]=1.[OH:11][C:12]1[CH:19]=[CH:18][C:15]([CH:16]=[O:17])=[CH:14][CH:13]=1.[OH-].[Na+]. The catalyst is C1(C)C=CC=CC=1. The product is [F:1][C:2]1[CH:3]=[C:4]([CH:8]([OH:9])[CH2:10][O:11][C:12]2[CH:19]=[CH:18][C:15]([CH:16]=[O:17])=[CH:14][CH:13]=2)[CH:5]=[CH:6][CH:7]=1. The yield is 0.170. (2) The reactants are [C:1]([C:4]1[CH:9]=[CH:8][C:7]([N:10]=[C:11]=[S:12])=[CH:6][CH:5]=1)(O)=[O:2].S(Cl)([Cl:15])=O. No catalyst specified. The product is [N:10]([C:7]1[CH:8]=[CH:9][C:4]([C:1]([Cl:15])=[O:2])=[CH:5][CH:6]=1)=[C:11]=[S:12]. The yield is 0.930. (3) The reactants are [CH2:1]([CH:4]1[CH2:8][NH:7][C:6](=[O:9])[CH2:5]1)[CH2:2][CH3:3].Cl[CH2:11][C:12]1[CH:17]=[C:16]([C:18]([F:21])([F:20])[F:19])[N:15]=[C:14]2[N:22]([CH2:25][C:26]3[CH:31]=[CH:30][C:29]([O:32][CH3:33])=[CH:28][CH:27]=3)[CH:23]=[N:24][C:13]=12. The catalyst is C1COCC1. The product is [CH3:33][O:32][C:29]1[CH:28]=[CH:27][C:26]([CH2:25][N:22]2[C:14]3=[N:15][C:16]([C:18]([F:21])([F:19])[F:20])=[CH:17][C:12]([CH2:11][N:7]4[CH2:8][CH:4]([CH2:1][CH2:2][CH3:3])[CH2:5][C:6]4=[O:9])=[C:13]3[N:24]=[CH:23]2)=[CH:31][CH:30]=1. The yield is 0.200. (4) The reactants are [OH:1][C:2]1[CH:9]=[CH:8][C:7]([O:10][C:11]([F:14])([F:13])[F:12])=[CH:6][C:3]=1[CH:4]=[O:5].[I:15]N1C(=O)CCC1=O. The catalyst is CN(C=O)C. The product is [OH:1][C:2]1[C:9]([I:15])=[CH:8][C:7]([O:10][C:11]([F:12])([F:13])[F:14])=[CH:6][C:3]=1[CH:4]=[O:5]. The yield is 0.970. (5) The reactants are Cl[C:2]1[N:3]=[CH:4][C:5]([C:8]([NH:10][C:11]2[NH:12][N:13]=[C:14]([CH2:16][CH2:17][C:18]3[CH:23]=[C:22]([O:24][CH3:25])[CH:21]=[C:20]([O:26][CH3:27])[CH:19]=3)[CH:15]=2)=[O:9])=[N:6][CH:7]=1.[CH3:28][N:29]1[CH2:34][CH2:33][NH:32][CH2:31][CH:30]1[CH3:35]. The catalyst is CS(C)=O. The product is [CH3:27][O:26][C:20]1[CH:19]=[C:18]([CH2:17][CH2:16][C:14]2[CH:15]=[C:11]([NH:10][C:8]([C:5]3[CH:4]=[N:3][C:2]([N:32]4[CH2:33][CH2:34][N:29]([CH3:28])[CH:30]([CH3:35])[CH2:31]4)=[CH:7][N:6]=3)=[O:9])[NH:12][N:13]=2)[CH:23]=[C:22]([O:24][CH3:25])[CH:21]=1. The yield is 0.810. (6) The reactants are [CH2:1]([O:8][C:9]1[CH:10]=[C:11]([CH:16]=[C:17](O)[CH:18]=1)[C:12]([O:14][CH3:15])=[O:13])[C:2]1[CH:7]=[CH:6][CH:5]=[CH:4][CH:3]=1.C(N(C(C)C)C(C)C)C.FC(F)(F)S(OS(C(F)(F)F)(=O)=O)(=O)=O.[CH3:44][C:45]1[CH:50]=[CH:49][CH:48]=[C:47]([CH3:51])[C:46]=1B(O)O.P([O-])([O-])([O-])=O.[K+].[K+].[K+]. The catalyst is ClCCl.C1C=CC([P]([Pd]([P](C2C=CC=CC=2)(C2C=CC=CC=2)C2C=CC=CC=2)([P](C2C=CC=CC=2)(C2C=CC=CC=2)C2C=CC=CC=2)[P](C2C=CC=CC=2)(C2C=CC=CC=2)C2C=CC=CC=2)(C2C=CC=CC=2)C2C=CC=CC=2)=CC=1. The product is [CH2:1]([O:8][C:9]1[CH:10]=[C:11]([C:12]([O:14][CH3:15])=[O:13])[CH:16]=[C:17]([C:46]2[C:47]([CH3:51])=[CH:48][CH:49]=[CH:50][C:45]=2[CH3:44])[CH:18]=1)[C:2]1[CH:7]=[CH:6][CH:5]=[CH:4][CH:3]=1. The yield is 0.870. (7) The catalyst is C1COCC1. The reactants are [CH3:1][C:2]1[CH:7]=[C:6]([CH3:8])[CH:5]=[C:4]([CH3:9])[C:3]=1[OH:10].[H-].[Na+].Cl[C:14]1[C:19]([CH3:20])=[C:18]([Cl:21])[CH:17]=[C:16]([CH3:22])[N+:15]=1[O-:23]. The yield is 0.900. The product is [Cl:21][C:18]1[C:19]([CH3:20])=[C:14]([O:10][C:3]2[C:4]([CH3:9])=[CH:5][C:6]([CH3:8])=[CH:7][C:2]=2[CH3:1])[N+:15]([O-:23])=[C:16]([CH3:22])[CH:17]=1.